Dataset: Retrosynthesis with 50K atom-mapped reactions and 10 reaction types from USPTO. Task: Predict the reactants needed to synthesize the given product. (1) Given the product CCCN(CCC)CCCc1cc(Cl)ccc1OCCc1ccccc1, predict the reactants needed to synthesize it. The reactants are: CCCNCCC.ClCCCc1cc(Cl)ccc1OCCc1ccccc1. (2) Given the product CCOCCNC(=O)c1c(O)c2ncc(Cc3ccc(F)cc3)cc2n(CCCNS(C)(=O)=O)c1=O, predict the reactants needed to synthesize it. The reactants are: CCOCCNC(=O)c1c(O)c2ncc(Cc3ccc(F)cc3)cc2n(CCCN)c1=O.CS(=O)(=O)Cl.